This data is from Catalyst prediction with 721,799 reactions and 888 catalyst types from USPTO. The task is: Predict which catalyst facilitates the given reaction. (1) The catalyst class is: 19. Product: [NH2:9][C:6]1[CH:5]=[N:4][C:3]([O:2][CH3:1])=[N:8][CH:7]=1. Reactant: [CH3:1][O:2][C:3]1[N:8]=[CH:7][C:6]([N+:9]([O-])=O)=[CH:5][N:4]=1. (2) Product: [Cl:12][S:13]([C:4]1[CH:5]=[C:6]([CH:10]=[CH:11][C:3]=1[O:2][CH3:1])[C:7]([OH:9])=[O:8])(=[O:15])=[O:14]. Reactant: [CH3:1][O:2][C:3]1[CH:11]=[CH:10][C:6]([C:7]([OH:9])=[O:8])=[CH:5][CH:4]=1.[Cl:12][S:13](O)(=[O:15])=[O:14]. The catalyst class is: 6.